Task: Regression. Given two drug SMILES strings and cell line genomic features, predict the synergy score measuring deviation from expected non-interaction effect.. Dataset: NCI-60 drug combinations with 297,098 pairs across 59 cell lines (1) Drug 1: C1=NC2=C(N1)C(=S)N=C(N2)N. Drug 2: CC1CCC2CC(C(=CC=CC=CC(CC(C(=O)C(C(C(=CC(C(=O)CC(OC(=O)C3CCCCN3C(=O)C(=O)C1(O2)O)C(C)CC4CCC(C(C4)OC)O)C)C)O)OC)C)C)C)OC. Cell line: SF-295. Synergy scores: CSS=38.5, Synergy_ZIP=-14.8, Synergy_Bliss=-13.1, Synergy_Loewe=-5.13, Synergy_HSA=-3.32. (2) Drug 1: C1=NC2=C(N=C(N=C2N1C3C(C(C(O3)CO)O)F)Cl)N. Drug 2: C1CC(=O)NC(=O)C1N2C(=O)C3=CC=CC=C3C2=O. Cell line: HCC-2998. Synergy scores: CSS=52.5, Synergy_ZIP=0.845, Synergy_Bliss=-1.48, Synergy_Loewe=-70.7, Synergy_HSA=-4.45.